This data is from KCNQ2 potassium channel screen with 302,405 compounds. The task is: Binary Classification. Given a drug SMILES string, predict its activity (active/inactive) in a high-throughput screening assay against a specified biological target. (1) The molecule is O=C1N(CC(=O)N2CCCc3c2cccc3)C(=O)N(C1C)c1ccc(cc1)C. The result is 0 (inactive). (2) The compound is BrC=1C(=O)/C(=C\Nc2cccnc2)C=C(Br)C1. The result is 1 (active). (3) The drug is S(=O)(=O)(NCC1CCCN(C1)C(=O)CCSC)c1ccc(OC)cc1. The result is 0 (inactive). (4) The compound is O(CCCC)C(=O)c1ccc(NC(=O)c2c(OC)cccc2)cc1. The result is 0 (inactive).